This data is from Full USPTO retrosynthesis dataset with 1.9M reactions from patents (1976-2016). The task is: Predict the reactants needed to synthesize the given product. (1) Given the product [Cl:13][C:5]1[C:4]2[C:9](=[CH:10][CH:11]=[C:2]([N:23]3[CH2:24][CH2:25][N:20]([C:15]4[CH:16]=[N:17][CH:18]=[CH:19][N:14]=4)[CH2:21][CH2:22]3)[CH:3]=2)[C:8](=[O:12])[NH:7][N:6]=1, predict the reactants needed to synthesize it. The reactants are: Br[C:2]1[CH:3]=[C:4]2[C:9](=[CH:10][CH:11]=1)[C:8](=[O:12])[NH:7][N:6]=[C:5]2[Cl:13].[N:14]1[CH:19]=[CH:18][N:17]=[CH:16][C:15]=1[N:20]1[CH2:25][CH2:24][NH:23][CH2:22][CH2:21]1.C1C=CC(P(C2C(C3C(P(C4C=CC=CC=4)C4C=CC=CC=4)=CC=C4C=3C=CC=C4)=C3C(C=CC=C3)=CC=2)C2C=CC=CC=2)=CC=1.CC([O-])(C)C.[Na+]. (2) The reactants are: [CH3:1][S:2]([C:5]1[CH:10]=[CH:9][C:8]([C:11]2[N:16]=[CH:15][C:14]([CH2:17][NH:18][CH:19]3[CH2:24][CH2:23][N:22]([C:25]([O:27][C:28]([CH3:31])([CH3:30])[CH3:29])=[O:26])[CH2:21][CH2:20]3)=[CH:13][CH:12]=2)=[CH:7][CH:6]=1)(=[O:4])=[O:3].[CH:32](=O)[CH2:33][OH:34].[BH-](OC(C)=O)(OC(C)=O)OC(C)=O.[Na+]. Given the product [OH:34][CH2:33][CH2:32][N:18]([CH2:17][C:14]1[CH:15]=[N:16][C:11]([C:8]2[CH:9]=[CH:10][C:5]([S:2]([CH3:1])(=[O:3])=[O:4])=[CH:6][CH:7]=2)=[CH:12][CH:13]=1)[CH:19]1[CH2:24][CH2:23][N:22]([C:25]([O:27][C:28]([CH3:31])([CH3:30])[CH3:29])=[O:26])[CH2:21][CH2:20]1, predict the reactants needed to synthesize it. (3) Given the product [Br:13][C:14]1[CH:15]=[CH:16][C:17]([C:20]2[N:24]=[CH:23][N:22]([C:2]3[CH:7]=[CH:6][C:5]([O:8][C:9]([F:12])([F:11])[F:10])=[CH:4][CH:3]=3)[N:21]=2)=[CH:18][CH:19]=1, predict the reactants needed to synthesize it. The reactants are: I[C:2]1[CH:7]=[CH:6][C:5]([O:8][C:9]([F:12])([F:11])[F:10])=[CH:4][CH:3]=1.[Br:13][C:14]1[CH:19]=[CH:18][C:17]([C:20]2[N:24]=[CH:23][NH:22][N:21]=2)=[CH:16][CH:15]=1.C(=O)([O-])[O-].[Cs+].[Cs+].OC1C=CC=C2C=1N=CC=C2. (4) Given the product [CH:36]1([C:41]2[CH:42]=[CH:43][C:44]([C:2]3[CH:3]=[CH:4][C:5]([CH2:6][C:7]4[N:8]([C:20]5[CH:21]=[CH:22][C:23]([N:26]6[S:30](=[O:31])(=[O:32])[NH:29][C:28](=[O:33])[CH2:27]6)=[CH:24][CH:25]=5)[CH:9]=[C:10]([C:12]5[CH:17]=[CH:16][C:15]([Cl:18])=[CH:14][C:13]=5[Cl:19])[N:11]=4)=[CH:34][CH:35]=3)=[CH:45][CH:46]=2)[CH2:37][CH2:38][CH2:39][CH2:40]1, predict the reactants needed to synthesize it. The reactants are: Br[C:2]1[CH:35]=[CH:34][C:5]([CH2:6][C:7]2[N:8]([C:20]3[CH:25]=[CH:24][C:23]([N:26]4[S:30](=[O:32])(=[O:31])[NH:29][C:28](=[O:33])[CH2:27]4)=[CH:22][CH:21]=3)[CH:9]=[C:10]([C:12]3[CH:17]=[CH:16][C:15]([Cl:18])=[CH:14][C:13]=3[Cl:19])[N:11]=2)=[CH:4][CH:3]=1.[CH:36]1([C:41]2[CH:46]=[CH:45][C:44](B(O)O)=[CH:43][CH:42]=2)[CH2:40][CH2:39][CH2:38][CH2:37]1. (5) Given the product [CH2:1]([O:8][C:9](=[O:10])[NH:11][CH:12]([C:13](=[O:15])[NH:43][CH2:44][CH2:45][CH:46]([O:50][CH2:51][CH3:52])[O:47][CH2:48][CH3:49])[CH:16]([OH:20])[CH:17]([CH3:19])[CH3:18])[C:2]1[CH:3]=[CH:4][CH:5]=[CH:6][CH:7]=1, predict the reactants needed to synthesize it. The reactants are: [CH2:1]([O:8][C:9]([NH:11][C@@H:12]([C@@H:16]([OH:20])[CH:17]([CH3:19])[CH3:18])[C:13]([OH:15])=O)=[O:10])[C:2]1[CH:7]=[CH:6][CH:5]=[CH:4][CH:3]=1.OC1C2N=NNC=2C=CC=1.Cl.CN(C)CCCN=C=NCC.[NH2:43][CH2:44][CH2:45][CH:46]([O:50][CH2:51][CH3:52])[O:47][CH2:48][CH3:49].C(N(CC)C(C)C)(C)C. (6) Given the product [F:44][C:2]([F:1])([CH:41]([F:42])[F:43])[CH2:3][O:4][C:5]1[CH:10]=[CH:9][C:8]([C:11]([NH:13][CH2:14][CH2:15][O:16][C:17]2[CH:18]=[CH:19][C:20]([CH2:23][C:24]([O:31][C:32]3[CH:37]=[CH:36][C:35]([CH:38]([CH3:40])[CH3:39])=[CH:34][CH:33]=3)([CH3:30])[C:25]([OH:27])=[O:26])=[CH:21][CH:22]=2)=[O:12])=[CH:7][N:6]=1, predict the reactants needed to synthesize it. The reactants are: [F:1][C:2]([F:44])([CH:41]([F:43])[F:42])[CH2:3][O:4][C:5]1[CH:10]=[CH:9][C:8]([C:11]([NH:13][CH2:14][CH2:15][O:16][C:17]2[CH:22]=[CH:21][C:20]([CH2:23][C:24]([O:31][C:32]3[CH:37]=[CH:36][C:35]([CH:38]([CH3:40])[CH3:39])=[CH:34][CH:33]=3)([CH3:30])[C:25]([O:27]CC)=[O:26])=[CH:19][CH:18]=2)=[O:12])=[CH:7][N:6]=1.[OH-].[Na+]. (7) Given the product [Cl:36][C:37]1[CH:42]=[CH:41][N:40]=[C:39]([C:2]2[C:10]3[C:5](=[CH:6][CH:7]=[C:8]([C:11]4[O:15][C:14]([NH:16][CH2:17][C:18]5[CH:19]=[CH:20][C:21]([O:24][CH3:25])=[CH:22][CH:23]=5)=[N:13][N:12]=4)[CH:9]=3)[N:4]([S:26]([C:29]3[CH:30]=[CH:31][C:32]([CH3:33])=[CH:34][CH:35]=3)(=[O:27])=[O:28])[CH:3]=2)[N:38]=1, predict the reactants needed to synthesize it. The reactants are: I[C:2]1[C:10]2[C:5](=[CH:6][CH:7]=[C:8]([C:11]3[O:15][C:14]([NH:16][CH2:17][C:18]4[CH:23]=[CH:22][C:21]([O:24][CH3:25])=[CH:20][CH:19]=4)=[N:13][N:12]=3)[CH:9]=2)[N:4]([S:26]([C:29]2[CH:35]=[CH:34][C:32]([CH3:33])=[CH:31][CH:30]=2)(=[O:28])=[O:27])[CH:3]=1.[Cl:36][C:37]1[CH:42]=[CH:41][N:40]=[C:39]([Sn](CCCC)(CCCC)CCCC)[N:38]=1.N#N. (8) Given the product [OH:1][C:2]1[CH:31]=[CH:30][C:5]2[N:6]([C:9]3[S:13][C:12]([C:14]([O:16][CH3:17])=[O:15])=[C:11]([O:18][CH2:19][C:20]4[CH:25]=[CH:24][CH:23]=[CH:22][C:21]=4[C:26]([F:27])([F:29])[F:28])[CH:10]=3)[CH:7]=[N:8][C:4]=2[CH:3]=1, predict the reactants needed to synthesize it. The reactants are: [OH:1][C:2]1[C:31](OC)=[CH:30][C:5]2[N:6]([C:9]3[S:13][C:12]([C:14]([O:16][CH3:17])=[O:15])=[C:11]([O:18][CH2:19][C:20]4[CH:25]=[CH:24][CH:23]=[CH:22][C:21]=4[C:26]([F:29])([F:28])[F:27])[CH:10]=3)[CH:7]=[N:8][C:4]=2[CH:3]=1.CC([Si](C1C=CC=CC=1)(C1C=CC=CC=1)OC1C=CC2N(C3SC(C(OC)=O)=C(OCC4C=CC=CC=4C(F)(F)F)C=3)C=NC=2C=1)(C)C.[F-].C([N+](CCCC)(CCCC)CCCC)CCC. (9) Given the product [CH2:1]([C:8]1[CH:13]=[C:12]([CH3:14])[N:11]=[C:10]([NH:29][C:19]2[CH:20]=[CH:21][C:22]([N:23]3[C:27]([CH3:28])=[N:26][CH:25]=[N:24]3)=[C:17]([F:16])[CH:18]=2)[N:9]=1)[C:2]1[CH:7]=[CH:6][CH:5]=[CH:4][CH:3]=1, predict the reactants needed to synthesize it. The reactants are: [CH2:1]([C:8]1[CH:13]=[C:12]([CH3:14])[N:11]=[C:10](Cl)[N:9]=1)[C:2]1[CH:7]=[CH:6][CH:5]=[CH:4][CH:3]=1.[F:16][C:17]1[CH:18]=[C:19]([NH2:29])[CH:20]=[CH:21][C:22]=1[N:23]1[C:27]([CH3:28])=[N:26][CH:25]=[N:24]1.